From a dataset of Reaction yield outcomes from USPTO patents with 853,638 reactions. Predict the reaction yield, written as a fraction of the theoretical maximum amount of product (1.0 means a 100% yield; for example, 0.34 means a 34% yield). (1) The reactants are [O:1]=[C:2]1[C:11]2[C:6](=[CH:7][CH:8]=[CH:9][CH:10]=2)[N:5]=[C:4]([CH2:12][CH2:13][CH2:14][C:15]([OH:17])=O)[NH:3]1.FC(F)(F)C(O)=O.[Cl:25][C:26]1[CH:27]=[C:28]([C:33]2[O:34][C:35]([CH:38]3[CH2:43][CH2:42][NH:41][CH2:40][CH2:39]3)=[N:36][N:37]=2)[CH:29]=[CH:30][C:31]=1[F:32]. No catalyst specified. The product is [Cl:25][C:26]1[CH:27]=[C:28]([C:33]2[O:34][C:35]([CH:38]3[CH2:43][CH2:42][N:41]([C:15](=[O:17])[CH2:14][CH2:13][CH2:12][C:4]4[NH:3][C:2](=[O:1])[C:11]5[C:6](=[CH:7][CH:8]=[CH:9][CH:10]=5)[N:5]=4)[CH2:40][CH2:39]3)=[N:36][N:37]=2)[CH:29]=[CH:30][C:31]=1[F:32]. The yield is 0.440. (2) The reactants are Br.[Cl:2][C:3]1[CH:4]=[C:5]([C:9]2[O:13][N:12]=[C:11]([CH:14]([S:16][C:17]3[N:18]([CH2:30][CH3:31])[C:19]([C:22]4[CH:27]=[CH:26][N:25]=[C:24]([O:28]C)[CH:23]=4)=[N:20][N:21]=3)[CH3:15])[N:10]=2)[CH:6]=[CH:7][CH:8]=1.C([O-])(O)=O.[Na+]. The catalyst is CC(O)=O. The product is [Cl:2][C:3]1[CH:4]=[C:5]([C:9]2[O:13][N:12]=[C:11]([CH:14]([S:16][C:17]3[N:18]([CH2:30][CH3:31])[C:19]([C:22]4[CH:27]=[CH:26][N:25]=[C:24]([OH:28])[CH:23]=4)=[N:20][N:21]=3)[CH3:15])[N:10]=2)[CH:6]=[CH:7][CH:8]=1. The yield is 0.990. (3) The reactants are [CH3:1][C:2]([CH3:8])([CH3:7])[CH2:3][C:4](Cl)=[O:5].C(N(CC)CC)C.[Br:16][C:17]1[CH:22]=[C:21]([CH3:23])[C:20]([NH2:24])=[C:19]([CH3:25])[CH:18]=1.O. The catalyst is C(#N)C. The product is [Br:16][C:17]1[CH:22]=[C:21]([CH3:23])[C:20]([NH:24][C:4](=[O:5])[CH2:3][C:2]([CH3:8])([CH3:7])[CH3:1])=[C:19]([CH3:25])[CH:18]=1. The yield is 1.00. (4) The reactants are [OH-].[Na+].[CH3:3][N:4]1[CH2:9][CH2:8][N:7]([CH:10]2[CH2:15][CH2:14][N:13]([C:16](=[O:30])[CH2:17][CH2:18][C:19]3[N:20]([CH2:24][C:25]([O:27]CC)=[O:26])[CH:21]=[CH:22][N:23]=3)[CH2:12][CH2:11]2)[CH2:6][CH2:5]1.[ClH:31]. The catalyst is O. The product is [ClH:31].[CH3:3][N:4]1[CH2:5][CH2:6][N:7]([CH:10]2[CH2:11][CH2:12][N:13]([C:16](=[O:30])[CH2:17][CH2:18][C:19]3[N:20]([CH2:24][C:25]([OH:27])=[O:26])[CH:21]=[CH:22][N:23]=3)[CH2:14][CH2:15]2)[CH2:8][CH2:9]1. The yield is 0.700. (5) The reactants are [C:1]([N:4]1[C:13]2[C:8](=[CH:9][C:10]([C:14]3[CH:19]=[CH:18][C:17]([C:20](=[O:27])[NH:21][CH2:22][CH2:23][N:24]([CH3:26])[CH3:25])=[CH:16][CH:15]=3)=[CH:11][CH:12]=2)[C@H:7]([NH:28]C(=O)OC(C)(C)C)[CH2:6][C@@H:5]1[CH3:36])(=[O:3])[CH3:2].F[P-](F)(F)(F)(F)F.Cl. The catalyst is O1CCOCC1. The product is [C:1]([N:4]1[C:13]2[C:8](=[CH:9][C:10]([C:14]3[CH:19]=[CH:18][C:17]([C:20]([NH:21][CH2:22][CH2:23][N:24]([CH3:25])[CH3:26])=[O:27])=[CH:16][CH:15]=3)=[CH:11][CH:12]=2)[C@H:7]([NH2:28])[CH2:6][C@@H:5]1[CH3:36])(=[O:3])[CH3:2]. The yield is 0.840. (6) The reactants are Cl[C:2]1[C:11]2[C:6](=[C:7]([F:13])[C:8]([CH3:12])=[CH:9][CH:10]=2)[N:5]=[C:4]([C:14]([O:16][CH3:17])=[O:15])[CH:3]=1.[F:18][C:19]1[CH:24]=[CH:23][C:22](B(O)O)=[CH:21][CH:20]=1.CCO.C(=O)([O-])[O-].[Na+].[Na+]. The catalyst is C1(C)C=CC=CC=1.C1C=CC([P]([Pd]([P](C2C=CC=CC=2)(C2C=CC=CC=2)C2C=CC=CC=2)([P](C2C=CC=CC=2)(C2C=CC=CC=2)C2C=CC=CC=2)[P](C2C=CC=CC=2)(C2C=CC=CC=2)C2C=CC=CC=2)(C2C=CC=CC=2)C2C=CC=CC=2)=CC=1. The product is [F:13][C:7]1[C:8]([CH3:12])=[CH:9][CH:10]=[C:11]2[C:6]=1[N:5]=[C:4]([C:14]([O:16][CH3:17])=[O:15])[CH:3]=[C:2]2[C:22]1[CH:23]=[CH:24][C:19]([F:18])=[CH:20][CH:21]=1. The yield is 0.810.